Dataset: Peptide-MHC class I binding affinity with 185,985 pairs from IEDB/IMGT. Task: Regression. Given a peptide amino acid sequence and an MHC pseudo amino acid sequence, predict their binding affinity value. This is MHC class I binding data. (1) The peptide sequence is HLSRTVVYSY. The MHC is HLA-A01:01 with pseudo-sequence HLA-A01:01. The binding affinity (normalized) is 0.335. (2) The peptide sequence is RVKQHMASM. The MHC is HLA-B07:02 with pseudo-sequence HLA-B07:02. The binding affinity (normalized) is 0.823. (3) The binding affinity (normalized) is 0.0847. The MHC is HLA-A30:01 with pseudo-sequence HLA-A30:01. The peptide sequence is VTECKLIYY.